Dataset: Forward reaction prediction with 1.9M reactions from USPTO patents (1976-2016). Task: Predict the product of the given reaction. (1) Given the reactants C([Sn](CCCC)(CCCC)[C:6]1[CH:11]=[N:10][CH:9]=[CH:8][N:7]=1)CCC.[F:20][C:21]1[CH:49]=[CH:48][C:24]([CH2:25][NH:26][C:27](=[O:47])[C:28]2[CH:33]=[CH:32][C:31]([S:34]([N:37]3[C:45]4[C:40](=[CH:41][CH:42]=[CH:43][CH:44]=4)[C:39](I)=[CH:38]3)(=[O:36])=[O:35])=[CH:30][CH:29]=2)=[CH:23][CH:22]=1.CN(C=O)C, predict the reaction product. The product is: [F:20][C:21]1[CH:49]=[CH:48][C:24]([CH2:25][NH:26][C:27](=[O:47])[C:28]2[CH:29]=[CH:30][C:31]([S:34]([N:37]3[C:45]4[C:40](=[CH:41][CH:42]=[CH:43][CH:44]=4)[C:39]([C:6]4[CH:11]=[N:10][CH:9]=[CH:8][N:7]=4)=[CH:38]3)(=[O:36])=[O:35])=[CH:32][CH:33]=2)=[CH:23][CH:22]=1. (2) Given the reactants [OH:1][C:2]1[C:9]2([CH3:10])[N:5]([CH2:6][CH2:7][CH2:8]2)[C:4](=[O:11])[CH:3]=1.[CH:12](=O)[C:13]1[CH:18]=[CH:17][CH:16]=[CH:15][CH:14]=1.[F:20][C:21]1[CH:22]=[C:23]2[C:27](=[CH:28][CH:29]=1)[NH:26][CH:25]=[C:24]2[CH3:30], predict the reaction product. The product is: [F:20][C:21]1[CH:22]=[C:23]2[C:27](=[CH:28][CH:29]=1)[NH:26][C:25]([CH:12]([C:13]1[CH:18]=[CH:17][CH:16]=[CH:15][CH:14]=1)[C:3]1[C:4](=[O:11])[N:5]3[C:9]([CH3:10])([CH2:8][CH2:7][CH2:6]3)[C:2]=1[OH:1])=[C:24]2[CH3:30]. (3) Given the reactants [CH2:1]([C:3]1[C:4]([CH2:18][NH2:19])=[N:5][N:6]([C:12]2[CH:17]=[CH:16][CH:15]=[CH:14][CH:13]=2)[C:7]=1[CH2:8][CH:9]([CH3:11])[CH3:10])[CH3:2].C(N(CC)CC)C.[C:27]1([S:33](Cl)(=[O:35])=[O:34])[CH:32]=[CH:31][CH:30]=[CH:29][CH:28]=1.O, predict the reaction product. The product is: [CH2:8]([C:7]1[N:6]([C:12]2[CH:17]=[CH:16][CH:15]=[CH:14][CH:13]=2)[N:5]=[C:4]([CH2:18][NH:19][S:33]([C:27]2[CH:32]=[CH:31][CH:30]=[CH:29][CH:28]=2)(=[O:35])=[O:34])[C:3]=1[CH2:1][CH3:2])[CH:9]([CH3:11])[CH3:10]. (4) Given the reactants [C:1]([C:3]1[CH:4]=[C:5]([S:9]([NH:12][C:13]2[CH:18]=[C:17]([N+:19]([O-:21])=[O:20])[CH:16]=[CH:15][C:14]=2F)(=[O:11])=[O:10])[CH:6]=[CH:7][CH:8]=1)#[N:2].C(=O)([O-])[O-].[K+].[K+].[CH2:29]1[O:31][C@H:30]1[CH2:32][OH:33], predict the reaction product. The product is: [OH:33][CH2:32][C@@H:30]1[O:31][C:14]2[CH:15]=[CH:16][C:17]([N+:19]([O-:21])=[O:20])=[CH:18][C:13]=2[N:12]([S:9]([C:5]2[CH:4]=[C:3]([CH:8]=[CH:7][CH:6]=2)[C:1]#[N:2])(=[O:11])=[O:10])[CH2:29]1. (5) Given the reactants CO.[Na].C([O:6][C:7](=O)[CH2:8][NH:9][C:10](=[O:17])[CH2:11][C:12]([O:14][CH2:15]C)=[O:13])C.O, predict the reaction product. The product is: [O:17]=[C:10]1[CH:11]([C:12]([O:14][CH3:15])=[O:13])[C:7](=[O:6])[CH2:8][NH:9]1. (6) Given the reactants [CH3:1][NH:2][CH3:3].Br[CH2:5][CH2:6][CH2:7][CH2:8][C:9]#[N:10], predict the reaction product. The product is: [CH3:1][N:2]([CH3:3])[CH2:5][CH2:6][CH2:7][CH2:8][C:9]#[N:10]. (7) Given the reactants Cl[C:2]1[CH:7]=[N:6][CH:5]=[C:4]([Cl:8])[N:3]=1.[OH:9][C:10]1[CH:11]=[N:12][CH:13]=[CH:14][CH:15]=1.C([O-])([O-])=O.[K+].[K+], predict the reaction product. The product is: [Cl:8][C:4]1[CH:5]=[N:6][CH:7]=[C:2]([O:9][C:10]2[CH:11]=[N:12][CH:13]=[CH:14][CH:15]=2)[N:3]=1. (8) Given the reactants [Cl:1][C:2]1[N:11]=[CH:10][C:9]2[NH:8][CH2:7][C@@H:6]3[CH2:12][O:13][CH2:14][CH2:15][N:5]3[C:4]=2[N:3]=1.[O:16]1[CH2:21][CH2:20][C:19](=O)[CH2:18][CH2:17]1, predict the reaction product. The product is: [Cl:1][C:2]1[N:11]=[CH:10][C:9]2[N:8]([CH:19]3[CH2:20][CH2:21][O:16][CH2:17][CH2:18]3)[CH2:7][C@@H:6]3[CH2:12][O:13][CH2:14][CH2:15][N:5]3[C:4]=2[N:3]=1. (9) Given the reactants [F:1][C:2]1([F:25])[CH2:7][CH2:6][CH2:5][C:4]([CH2:9][NH:10][C:11]([C:13]2[C:14]3[CH:15]=[CH:16][C:17](Cl)=[N:18][C:19]=3[CH:20]=[CH:21][C:22]=2[Cl:23])=[O:12])([OH:8])[CH2:3]1.CCN(C(C)C)C(C)C.[F:35][C:36]1([F:41])[CH2:40][CH2:39][NH:38][CH2:37]1, predict the reaction product. The product is: [F:1][C:2]1([F:25])[CH2:7][CH2:6][CH2:5][C:4]([CH2:9][NH:10][C:11]([C:13]2[C:14]3[CH:15]=[CH:16][C:17]([N:38]4[CH2:39][CH2:40][C:36]([F:41])([F:35])[CH2:37]4)=[N:18][C:19]=3[CH:20]=[CH:21][C:22]=2[Cl:23])=[O:12])([OH:8])[CH2:3]1. (10) Given the reactants [CH3:1][N:2]([CH3:34])[CH2:3][CH2:4][N:5]([CH2:23]C1C=CC(C(OC)=O)=CC=1)[CH2:6][C:7](=[O:22])[NH:8][C:9]1[CH:14]=[CH:13][C:12]([O:15][C:16]2[CH:21]=[CH:20][CH:19]=[CH:18][CH:17]=2)=[CH:11][CH:10]=1.[OH-:35].[Na+].[CH3:37][OH:38], predict the reaction product. The product is: [CH3:34][N:2]([CH2:1][C:9]1[CH:14]=[CH:13][C:12]([C:37]([OH:38])=[O:35])=[CH:11][CH:10]=1)[CH2:3][CH2:4][N:5]([CH3:23])[CH2:6][C:7](=[O:22])[NH:8][C:9]1[CH:10]=[CH:11][C:12]([O:15][C:16]2[CH:17]=[CH:18][CH:19]=[CH:20][CH:21]=2)=[CH:13][CH:14]=1.